Dataset: Peptide-MHC class I binding affinity with 185,985 pairs from IEDB/IMGT. Task: Regression. Given a peptide amino acid sequence and an MHC pseudo amino acid sequence, predict their binding affinity value. This is MHC class I binding data. (1) The peptide sequence is SRLKPSSFK. The MHC is HLA-B40:01 with pseudo-sequence HLA-B40:01. The binding affinity (normalized) is 0.0847. (2) The peptide sequence is TLCGFADL. The MHC is H-2-Kb with pseudo-sequence H-2-Kb. The binding affinity (normalized) is 0.289. (3) The peptide sequence is RLQLIMPAR. The MHC is HLA-A02:02 with pseudo-sequence HLA-A02:02. The binding affinity (normalized) is 0. (4) The MHC is HLA-A02:02 with pseudo-sequence HLA-A02:02. The binding affinity (normalized) is 0. The peptide sequence is IEIKDTKEAL. (5) The peptide sequence is DTLLFFLAL. The MHC is HLA-B08:01 with pseudo-sequence HLA-B08:01. The binding affinity (normalized) is 0.266.